Dataset: Forward reaction prediction with 1.9M reactions from USPTO patents (1976-2016). Task: Predict the product of the given reaction. (1) Given the reactants [F:1][C:2]1[C:10]2[O:9][C:8]([CH:11]3[CH2:16][CH2:15][NH:14][CH2:13][CH2:12]3)=[CH:7][C:6]=2[CH:5]=[CH:4][CH:3]=1.[CH3:17][C:18]([O:21][C:22](O[C:22]([O:21][C:18]([CH3:20])([CH3:19])[CH3:17])=[O:23])=[O:23])([CH3:20])[CH3:19], predict the reaction product. The product is: [F:1][C:2]1[C:10]2[O:9][C:8]([CH:11]3[CH2:16][CH2:15][N:14]([C:22]([O:21][C:18]([CH3:20])([CH3:19])[CH3:17])=[O:23])[CH2:13][CH2:12]3)=[CH:7][C:6]=2[CH:5]=[CH:4][CH:3]=1. (2) The product is: [Cl:1][C:2]1[CH:7]=[CH:6][C:5]([S:8]([N:11]([CH2:21][C:22]2[CH:31]=[CH:30][C:25]([C:26]([NH:32][C:33]([CH3:37])([CH3:36])[CH2:34][OH:35])=[O:27])=[CH:24][CH:23]=2)[C@H:12]([C:15]2[CH:16]=[CH:17][CH:18]=[CH:19][CH:20]=2)[CH2:13][CH3:14])(=[O:10])=[O:9])=[CH:4][CH:3]=1. Given the reactants [Cl:1][C:2]1[CH:7]=[CH:6][C:5]([S:8]([N:11]([CH2:21][C:22]2[CH:31]=[CH:30][C:25]([C:26](OC)=[O:27])=[CH:24][CH:23]=2)[C@H:12]([C:15]2[CH:20]=[CH:19][CH:18]=[CH:17][CH:16]=2)[CH2:13][CH3:14])(=[O:10])=[O:9])=[CH:4][CH:3]=1.[NH2:32][C:33]([CH3:37])([CH3:36])[CH2:34][OH:35], predict the reaction product. (3) Given the reactants Br[C:2]1C=CC(O)=[C:6]([C:8]2[CH:17]=[CH:16][C:15]3[C:10](=[CH:11][CH:12]=[C:13]([C:18]4[N:22]([CH:23]5[CH2:28][CH2:27][CH2:26][CH2:25][CH2:24]5)[C:21]5[CH:29]=[CH:30][C:31]([C:33]([OH:35])=[O:34])=[CH:32][C:20]=5[N:19]=4)[CH:14]=3)[N:9]=2)[CH:7]=1.C(OC(C1C=CC2N(C3CCCCC3)C(C3C=CC(N)=C(C=O)C=3)=NC=2C=1)=O)C.[NH2:66][C:67]1[S:68]C(C(=O)C)=C(C)[N:71]=1.[OH-].[K+], predict the reaction product. The product is: [NH2:71][C:67]1[S:68][C:6]([C:8]2[CH:17]=[CH:16][C:15]3[C:10](=[CH:11][CH:12]=[C:13]([C:18]4[N:22]([CH:23]5[CH2:24][CH2:25][CH2:26][CH2:27][CH2:28]5)[C:21]5[CH:29]=[CH:30][C:31]([C:33]([OH:35])=[O:34])=[CH:32][C:20]=5[N:19]=4)[CH:14]=3)[N:9]=2)=[C:7]([CH3:2])[N:66]=1. (4) Given the reactants [S:1]=[C:2]1[NH:7][C:6]2[NH:8][C:9](=[O:11])[CH2:10][C:5]=2[C:4](=[O:12])[N:3]1[C:13]1[CH:18]=[CH:17][C:16]([O:19][CH2:20][C:21]([F:24])([F:23])[F:22])=[CH:15][CH:14]=1.C(=O)([O-])O.[Na+].I[CH:31]1[CH2:35][CH2:34][CH2:33][CH2:32]1.C(#N)C, predict the reaction product. The product is: [CH:31]1([S:1][C:2]2[N:3]([C:13]3[CH:14]=[CH:15][C:16]([O:19][CH2:20][C:21]([F:24])([F:23])[F:22])=[CH:17][CH:18]=3)[C:4](=[O:12])[C:5]3[CH2:10][C:9](=[O:11])[NH:8][C:6]=3[N:7]=2)[CH2:35][CH2:34][CH2:33][CH2:32]1. (5) The product is: [Br:1][C:2]1[CH:7]=[CH:6][C:5]([CH:8]=[CH2:9])=[C:4]([O:19][CH2:14][CH3:13])[CH:3]=1. Given the reactants [Br:1][C:2]1[CH:7]=[CH:6][C:5]([CH:8]=[CH2:9])=[C:4](C)[CH:3]=1.BrC1C=CC(I)=[C:14]([O:19]CC)[CH:13]=1.C[Si](C)(C)C=C, predict the reaction product. (6) Given the reactants [C:1]([C@@H:5]1[C:18]2[C:13](=[CH:14][CH:15]=[CH:16][CH:17]=2)[C:12]2[CH:11]=[CH:10][CH:9]=[CH:8][C:7]=2[N:6]1[S:19]([C:22]1[CH:27]=[CH:26][C:25]([O:28]C)=[CH:24][CH:23]=1)(=[O:21])=[O:20])([CH3:4])([CH3:3])[CH3:2].C1CCCCC=1.B(Br)(Br)Br.ClCCl, predict the reaction product. The product is: [C:1]([C@@H:5]1[C:18]2[C:13](=[CH:14][CH:15]=[CH:16][CH:17]=2)[C:12]2[CH:11]=[CH:10][CH:9]=[CH:8][C:7]=2[N:6]1[S:19]([C:22]1[CH:27]=[CH:26][C:25]([OH:28])=[CH:24][CH:23]=1)(=[O:21])=[O:20])([CH3:4])([CH3:2])[CH3:3]. (7) Given the reactants [C:1]([O:5][C:6]([N:8]1[CH2:13][C@H:12]([CH2:14][N:15]2[CH2:23][C:22]3[C:17](=[CH:18][CH:19]=[C:20](Br)[CH:21]=3)[C:16]2=[O:25])[N:11]([CH2:26][C:27]2[CH:32]=[CH:31][CH:30]=[CH:29][CH:28]=2)[CH2:10][C@H:9]1[CH3:33])=[O:7])([CH3:4])([CH3:3])[CH3:2].[OH-:34].[K+].C(P(C(C)(C)C)C1C(C)=C(C)C(C)=C(C)C=1C1C(C(C)C)=CC(C(C)C)=CC=1C(C)C)(C)(C)C.O, predict the reaction product. The product is: [C:1]([O:5][C:6]([N:8]1[CH2:13][C@H:12]([CH2:14][N:15]2[CH2:23][C:22]3[C:17](=[CH:18][CH:19]=[C:20]([OH:34])[CH:21]=3)[C:16]2=[O:25])[N:11]([CH2:26][C:27]2[CH:32]=[CH:31][CH:30]=[CH:29][CH:28]=2)[CH2:10][C@H:9]1[CH3:33])=[O:7])([CH3:4])([CH3:3])[CH3:2]. (8) Given the reactants [CH3:1][C:2]([O:5][C:6](=[O:14])[NH:7][CH:8]1[CH2:12][CH2:11][CH2:10][CH:9]1[NH2:13])([CH3:4])[CH3:3].Br[CH2:16][CH2:17][CH2:18][CH2:19]Br, predict the reaction product. The product is: [C:2]([O:5][C:6](=[O:14])[NH:7][C@@H:8]1[CH2:12][CH2:11][CH2:10][C@@H:9]1[N:13]1[CH2:19][CH2:18][CH2:17][CH2:16]1)([CH3:1])([CH3:3])[CH3:4].